Dataset: Experimentally validated miRNA-target interactions with 360,000+ pairs, plus equal number of negative samples. Task: Binary Classification. Given a miRNA mature sequence and a target amino acid sequence, predict their likelihood of interaction. (1) The miRNA is mmu-miR-29a-5p with sequence ACUGAUUUCUUUUGGUGUUCAG. The protein sequence of the target gene is MADQDPAGISPLQQMVASGTGAVVTSLFMTPLDVVKVRLQSQRPSMASELMPSSRLWSLSYTKLPSSLQSTGKCLLYCNGVLEPLYLCPNGARCATWFQDPTRFTGTMDAFVKIVRHEGTRTLWSGLPATLVMTVPATAIYFTAYDQLKAFLCGRALTSDLYAPMVAGALARLGTVTVISPLELMRTKLQAQHVSYRELGACVRTAVAQGGWRSLWLGWGPTALRDVPFSALYWFNYELVKSWLNGFRPKDQTSVGMSFVAGGISGTVAAVLTLPFDVVKTQRQVALGAMEAVRVNPLHV.... Result: 0 (no interaction). (2) The miRNA is dme-miR-311-3p with sequence UAUUGCACAUUCACCGGCCUGA. The protein sequence of the target gene is MAVGLLKAMYQELVTFRDVAVDFSQEEWDCLDSSQRHLYSNVMLENYRILVSLGLCFSKPSVILLLEQGKAPWMVKRELTKGLCSGWEPICETEELTPKQDFYEEHQSQKIIETLTSYNLEYSSLREEWKCEGYFERQPGNQKACFKEEIITHEEPLFDEREQEYKSWGSFHQNPLLCTQKIIPKEEKVHKHDTQKRSFKKNLMAIKPKSVCAEKKLLKCNDCEKVFSQSSSLTLHQRIHTGEKPYKCIECGKAFSQRSNLVQHQRIHTGEKPYECKECRKAFSQNAHLVQHLRVHTGEK.... Result: 0 (no interaction). (3) The miRNA is hsa-miR-4477a with sequence CUAUUAAGGACAUUUGUGAUUC. The protein sequence of the target gene is MVVSAGPWSSEKAETNILEINEKLRPQLAENKQQFRNLKEKCFVTQLAGFLANRQKKYKYEECKDLIKFMLRNERQFKEEKLAEQLKQAEELRQYKVLVHSQERELTQLREKLREGRDASRSLNQHLQALLTPDKPDKSQGQDLQEQLAEGCRLAQQLFQKLSPENDEDEDEDVQVEEAEKVLESSAPREVQKAEESKVPEDSLEECAITCSNSHSPCDSNQPHKNINITFEEDKVNSTLVVDRESSHDECQDAVNILPVPGPTSSATNVSMVVSAGPLSSEKAEMNILEINEKLHPQLA.... Result: 0 (no interaction). (4) The miRNA is hsa-miR-1277-3p with sequence UACGUAGAUAUAUAUGUAUUUU. The protein sequence of the target gene is MWAPREQLLGWTAEALPAKDSAWPWEEKPRYLGPVTFEDVAVLFTEAEWKRLSLEQRNLYKEVMLENLRNLVSLAESKPEVHTCPSCPLAFGSQQFLSQDELHNHPIPGFHAGNQLHPGNPCPEDQPQSQHPSDKNHRGAEAEDQRVEGGVRPLFWSTNERGALVGFSSLFQRPPISSWGGNRILEIQLSPAQNASSEEVDRISKRAETPGFGAVTFGECALAFNQKSNLFRQKAVTAEKSSDKRQSQVCRECGRGFSRKSQLIIHQRTHTGEKPYVCGECGRGFIVESVLRNHLSTHSG.... Result: 0 (no interaction). (5) The miRNA is mmu-miR-466l-5p with sequence UUGUGUGUACAUGUACAUGUAU. The protein sequence of the target gene is MSIEIPAGLTELLQGFTVEVLRHQPADLLEFALQHFTRLQQENERKGAARFGHEGRTWGDAGAAAGGGIPSKGVNFAEEPMRSDSENGEEEEAAEAGAFNAPVINRFTRRASVCAEAYNPDEEEDDAESRIIHPKTDDQRNRLQEACKDILLFKNLDPEQMSQVLDAMFEKLVKEGEHVIDQGDDGDNFYVIDRGTFDIYVKCDGVGRCVGNYDNRGSFGELALMYNTPRAATITATSPGALWGLDRVTFRRIIVKNNAKKRKMYESFIESLPFLKSLEVSERLKVVDVIGTKVYNDGEQ.... Result: 0 (no interaction). (6) Result: 0 (no interaction). The miRNA is hsa-miR-616-5p with sequence ACUCAAAACCCUUCAGUGACUU. The protein sequence of the target gene is MAFRAICVLVGVFICSICVRGSSQPQARVYLTFDELRETKTSEYFSLSHQQLDYRILLMDEDQDRIYVGSKDHILSLNINNISQEPLSVFWPASTIKVEECKMAGKDPTHGCGNFVRVIQTFNRTHLYVCGSGAFSPVCTYLNRGRRSEDQVFMIDSKCESGKGRCSFNPNVNTVSVMINEELFSGMYIDFMGTDAAIFRSLTKRNAVRTDQHNSKWLSEPMFVDAHVIPDGTDPNDAKVYFFFKERLTDNNRSTKQIHSMIARICPNDTGGQRSLVNKWTTFLKARLVCSVTDEDGPET.... (7) The miRNA is hsa-miR-6515-3p with sequence UCUCUUCAUCUACCCCCCAG. The protein sequence of the target gene is MESGPRVEPGPGAPAAVLARIPQEPRPSPEGDPSPPPPPTPMSALVPDTPPDTPPALKTATNPKQLPLEPGNPTGQISPQPAPPQEECPSSEAKSRGPTPTATGPREAKPSRRSSQPSPTTVPASDSPPAKQDVKKAGERHKLAKERREERAKYLAAKKAVWLEKEEKAKALREKQLQERRRRLEEQRLKAEQRRAALEERQRQKLEKNKERYEAAIQRSVKKTWAEIRQQRWSWAGALHHSSPGRKTSGSRCSVSAVNLPKHVDSIINKRLSKSSATLWNSPSRNRSLQLSAWESSIVD.... Result: 0 (no interaction). (8) The miRNA is mmu-miR-144-3p with sequence UACAGUAUAGAUGAUGUACU. The protein sequence of the target gene is MPVQLTTALRVVGTSLFALVVLGGILAAYVTGYQFIHTEKHYLSFGLYGAILGLHLLIQSLFAFLEHRRMRRAGRPLKLHCSQRPRSVALCIAAYQEDPEYLRKCLRSAQRIAFPNLKVVMVVDGNRQEDTYMLDIFHEVLGGTEQAGFFVWRSNFHEAGEGETEASLQEGMERVRAVVWASTFSCIMQKWGGKREVMYTAFKALGNSVDYIQVCDSDTVLDPACTIEMLRVLEEDPQVGGVGGDVQILNKYDSWISFLSSVRYWMAFNVERACQSYFGCVQCISGPLGMYRNSLLQQFL.... Result: 0 (no interaction). (9) The miRNA is hsa-miR-6747-5p with sequence AGGGGUGUGGAAAGAGGCAGAACA. The protein sequence of the target gene is MGRRFLVTVRIQRAGRPLQERVFLVKFVRSRRPRTASCALAFVNMLLRLERILRRGPHRNPGPGDDDGQRSRSSSSAQLRCRFELRGPHYLLPPGARRSAGRLPGHAGGAARVRGSAGCARCLGSPAARLGPRAGTSRHRAIFAFRWVLFVFRWVVFVYRWERRPDRRA. Result: 0 (no interaction). (10) The miRNA is hsa-miR-25-3p with sequence CAUUGCACUUGUCUCGGUCUGA. The protein sequence of the target gene is MGTTAPGPIHLLELCDQKLMEFLCNMDNKDLVWLEEIQEEAERMFTREFSKEPELMPKTPSQKNRRKKRRISYVQDENRDPIRRRLSRRKSRSSQLSSRRLRSKDSVEKLATVVGENGSVLRRVTRAAAAAAAATMALAAPSSPTPESPTMLTKKPEDNHTQCQLVPVVEIGISERQNAEQHVTQLMSTEPLPRTLSPTPASATAPTSQGIPTSDEESTPKKSKARILESITVSSLMATPQDPKGQGVGTGRSASKLRIAQVSPGPRDSPAFPDSPWRERVLAPILPDNFSTPTGSRTDS.... Result: 1 (interaction).